From a dataset of Full USPTO retrosynthesis dataset with 1.9M reactions from patents (1976-2016). Predict the reactants needed to synthesize the given product. (1) Given the product [NH2:17][CH2:16][C:13]1[CH:14]=[CH:15][C:10]([C:9]([N:8]([C:5]2[CH:6]=[CH:7][C:2]([Cl:1])=[CH:3][CH:4]=2)[CH3:20])=[O:19])=[CH:11][C:12]=1[CH3:18], predict the reactants needed to synthesize it. The reactants are: [Cl:1][C:2]1[CH:7]=[CH:6][C:5]([N:8]([CH3:20])[C:9](=[O:19])[C:10]2[CH:15]=[CH:14][C:13]([C:16]#[N:17])=[C:12]([CH3:18])[CH:11]=2)=[CH:4][CH:3]=1.[BH4-].[Na+]. (2) The reactants are: [CH2:1]([N:4]=[C:5]=[O:6])[CH:2]=[CH2:3].ClCCNC(=O)[NH:12][C:13]1[N:18]=[CH:17][C:16]([O:19][C:20]2[CH:21]=[C:22]([NH:26][C:27]([N:29]3[CH2:33][CH2:32][N:31]([C:34]4[CH:39]=[CH:38][C:37]([F:40])=[CH:36][CH:35]=4)[C:30]3=[O:41])=[O:28])[CH:23]=[CH:24][CH:25]=2)=[CH:15][CH:14]=1. Given the product [CH2:1]([NH:4][C:5](=[O:6])[NH:12][C:13]1[N:18]=[CH:17][C:16]([O:19][C:20]2[CH:21]=[C:22]([NH:26][C:27]([N:29]3[CH2:33][CH2:32][N:31]([C:34]4[CH:39]=[CH:38][C:37]([F:40])=[CH:36][CH:35]=4)[C:30]3=[O:41])=[O:28])[CH:23]=[CH:24][CH:25]=2)=[CH:15][CH:14]=1)[CH:2]=[CH2:3], predict the reactants needed to synthesize it. (3) Given the product [C:18]1([S:24]([N:1]2[C:9]3[C:4](=[CH:5][CH:6]=[CH:7][CH:8]=3)[C:3]([C:10]([OH:12])=[O:11])=[CH:2]2)(=[O:26])=[O:25])[CH:23]=[CH:22][CH:21]=[CH:20][CH:19]=1, predict the reactants needed to synthesize it. The reactants are: [NH:1]1[C:9]2[C:4](=[CH:5][CH:6]=[CH:7][CH:8]=2)[C:3]([C:10]([OH:12])=[O:11])=[CH:2]1.C([Li])CCC.[C:18]1([S:24](Cl)(=[O:26])=[O:25])[CH:23]=[CH:22][CH:21]=[CH:20][CH:19]=1.O. (4) The reactants are: [NH2:1][C:2]1[CH:7]=[N:6][C:5]([C:8]2[CH:13]=[CH:12][C:11]([C:14]3[C:15]([C:20](O)=[O:21])=[CH:16][CH:17]=[CH:18][CH:19]=3)=[CH:10][C:9]=2[F:23])=[CH:4][N:3]=1.[NH:24]1[CH2:29][CH2:28][CH:27]([NH2:30])[CH2:26][CH2:25]1. Given the product [NH2:30][CH:27]1[CH2:28][CH2:29][N:24]([C:20]([C:15]2[CH:16]=[CH:17][CH:18]=[CH:19][C:14]=2[C:11]2[CH:12]=[CH:13][C:8]([C:5]3[N:6]=[CH:7][C:2]([NH2:1])=[N:3][CH:4]=3)=[C:9]([F:23])[CH:10]=2)=[O:21])[CH2:25][CH2:26]1, predict the reactants needed to synthesize it. (5) The reactants are: [Li]CCCC.CN(C)CCO.[Si:12]([O:19][CH2:20][C:21]1[CH:26]=[CH:25][N:24]=[C:23]([Cl:27])[CH:22]=1)([C:15]([CH3:18])([CH3:17])[CH3:16])([CH3:14])[CH3:13].[I:28]I. Given the product [Si:12]([O:19][CH2:20][C:21]1[CH:26]=[C:25]([I:28])[N:24]=[C:23]([Cl:27])[CH:22]=1)([C:15]([CH3:18])([CH3:17])[CH3:16])([CH3:14])[CH3:13], predict the reactants needed to synthesize it. (6) Given the product [NH2:20][C:11]1[C:10]2[N:9]=[C:8]([CH2:21][CH3:22])[N:7]([CH2:6][CH2:5][O:4][CH2:3][CH2:2][NH:1][C:30]([NH:29][CH:23]3[CH2:28][CH2:27][CH2:26][CH2:25][CH2:24]3)=[O:31])[C:19]=2[C:18]2[CH:17]=[CH:16][CH:15]=[CH:14][C:13]=2[N:12]=1, predict the reactants needed to synthesize it. The reactants are: [NH2:1][CH2:2][CH2:3][O:4][CH2:5][CH2:6][N:7]1[C:19]2[C:18]3[CH:17]=[CH:16][CH:15]=[CH:14][C:13]=3[N:12]=[C:11]([NH2:20])[C:10]=2[N:9]=[C:8]1[CH2:21][CH3:22].[CH:23]1([N:29]=[C:30]=[O:31])[CH2:28][CH2:27][CH2:26][CH2:25][CH2:24]1.